This data is from Forward reaction prediction with 1.9M reactions from USPTO patents (1976-2016). The task is: Predict the product of the given reaction. (1) Given the reactants [CH2:1](Br)[CH:2]=[CH2:3].[CH2:5]([NH:12][C:13](=[O:35])[N:14]([C:16]1[CH:17]=[C:18]([C:22]2[CH:27]=[CH:26][C:25]([CH2:28][C@H:29]([OH:34])[C:30]([O:32][CH3:33])=[O:31])=[CH:24][CH:23]=2)[CH:19]=[CH:20][CH:21]=1)[CH3:15])[CH2:6][CH2:7][CH2:8][CH2:9][CH2:10][CH3:11], predict the reaction product. The product is: [CH2:1]([O:34][C@@H:29]([CH2:28][C:25]1[CH:24]=[CH:23][C:22]([C:18]2[CH:19]=[CH:20][CH:21]=[C:16]([N:14]([CH3:15])[C:13]([NH:12][CH2:5][CH2:6][CH2:7][CH2:8][CH2:9][CH2:10][CH3:11])=[O:35])[CH:17]=2)=[CH:27][CH:26]=1)[C:30]([O:32][CH3:33])=[O:31])[CH:2]=[CH2:3]. (2) Given the reactants [C:1]1([CH2:17][CH2:18][CH2:19][C:20]([OH:22])=O)[C:14]2[C:15]3=[C:16]4[C:11](=[CH:12][CH:13]=2)[CH:10]=[CH:9][CH:8]=[C:7]4[CH:6]=[CH:5][C:4]3=[CH:3][CH:2]=1.O=S(Cl)[Cl:25], predict the reaction product. The product is: [C:1]1([CH2:17][CH2:18][CH2:19][C:20]([Cl:25])=[O:22])[C:14]2[C:15]3=[C:16]4[C:11](=[CH:12][CH:13]=2)[CH:10]=[CH:9][CH:8]=[C:7]4[CH:6]=[CH:5][C:4]3=[CH:3][CH:2]=1. (3) Given the reactants ClC1C2N=C(C3C=C(C=CC=3)C(NCCC3CCN(C4C=CN=CC=4)CC3)=O)SC=2C=CC=1.[Cl:34][C:35]1[CH:36]=[CH:37][CH:38]=[C:39]2[C:43]=1[C:42](=[O:44])[N:41]([C:45]1[CH:46]=[C:47]([CH:51]=[CH:52][CH:53]=1)[C:48]([OH:50])=O)[CH2:40]2.C(OC(=O)[NH:60][CH:61]1[CH2:66][CH2:65][N:64]([CH:67]2[CH2:72][CH2:71][NH:70][CH2:69][CH2:68]2)[CH2:63][CH2:62]1)(C)(C)C.C(O)(C(F)(F)F)=O, predict the reaction product. The product is: [NH2:60][CH:61]1[CH2:62][CH2:63][N:64]([CH:67]2[CH2:72][CH2:71][N:70]([C:48]([C:47]3[CH:46]=[C:45]([N:41]4[CH2:40][C:39]5[C:43](=[C:35]([Cl:34])[CH:36]=[CH:37][CH:38]=5)[C:42]4=[O:44])[CH:53]=[CH:52][CH:51]=3)=[O:50])[CH2:69][CH2:68]2)[CH2:65][CH2:66]1. (4) Given the reactants Cl.Cl.[O:3]1[C:7]2[CH:8]=[CH:9][CH:10]=[C:11]([CH:12]3[CH2:17][CH2:16][N:15]([CH2:18][CH2:19][C@H:20]4[CH2:25][CH2:24][C@H:23]([NH2:26])[CH2:22][CH2:21]4)[CH2:14][CH2:13]3)[C:6]=2[CH2:5][CH2:4]1.[O:27]1[CH2:31][CH2:30][CH2:29][C@H:28]1[CH2:32][C:33](O)=[O:34], predict the reaction product. The product is: [O:3]1[C:7]2[CH:8]=[CH:9][CH:10]=[C:11]([CH:12]3[CH2:17][CH2:16][N:15]([CH2:18][CH2:19][C@H:20]4[CH2:21][CH2:22][C@H:23]([NH:26][C:33](=[O:34])[CH2:32][C@@H:28]5[CH2:29][CH2:30][CH2:31][O:27]5)[CH2:24][CH2:25]4)[CH2:14][CH2:13]3)[C:6]=2[CH2:5][CH2:4]1. (5) Given the reactants [Cl:1][C:2]1[CH:3]=[C:4]([CH:8]([NH:11][C:12]2[O:13][C:14]3[C:20]([O:21][CH3:22])=[CH:19][C:18]([C:23]([OH:25])=O)=[CH:17][C:15]=3[N:16]=2)[CH2:9][F:10])[CH:5]=[CH:6][CH:7]=1.[CH3:26][C:27]1([CH2:34][CH:35]([OH:37])[CH3:36])[O:32][CH2:31][C@@H:30]([CH3:33])[NH:29][CH2:28]1.C(N(CC)C(C)C)(C)C.CN(C(ON1N=NC2C=CC=NC1=2)=[N+](C)C)C.F[P-](F)(F)(F)(F)F, predict the reaction product. The product is: [Cl:1][C:2]1[CH:3]=[C:4]([CH:8]([NH:11][C:12]2[O:13][C:14]3[C:20]([O:21][CH3:22])=[CH:19][C:18]([C:23]([N:29]4[C@H:30]([CH3:33])[CH2:31][O:32][C:27]([CH2:34][CH:35]([OH:37])[CH3:36])([CH3:26])[CH2:28]4)=[O:25])=[CH:17][C:15]=3[N:16]=2)[CH2:9][F:10])[CH:5]=[CH:6][CH:7]=1. (6) Given the reactants [ClH:1].[NH2:2][OH:3].C(=O)([O-])[O-].[K+].[K+].[Cl:10][C:11]1[CH:12]=[C:13]([CH:27]=[C:28](Cl)[CH:29]=1)[O:14][C:15]1[C:16]([CH2:25][CH3:26])=[N:17][N:18]([CH2:22][C:23]#[N:24])[C:19]=1[CH2:20][CH3:21], predict the reaction product. The product is: [Cl:1][C:28]1[CH:27]=[C:13]([CH:12]=[C:11]([Cl:10])[CH:29]=1)[O:14][C:15]1[C:16]([CH2:25][CH3:26])=[N:17][N:18]([CH2:22][C:23](=[NH:24])[NH:2][OH:3])[C:19]=1[CH2:20][CH3:21]. (7) Given the reactants [Cl:1][C:2]1[CH:3]=[C:4]([F:39])[C:5]2[N:11]3[CH:12]=[CH:13][CH:14]=[C:10]3[C@@H:9]([CH2:15][CH2:16][N:17]3[CH:21]=[N:20][C:19]([CH2:22][C:23]([O:25]CC)=[O:24])=[N:18]3)[O:8][C@H:7]([C:28]3[CH:33]=[CH:32][CH:31]=[C:30]([O:34][CH3:35])[C:29]=3[O:36][CH3:37])[C:6]=2[CH:38]=1.C(=O)([O-])[O-].[K+].[K+], predict the reaction product. The product is: [Cl:1][C:2]1[CH:3]=[C:4]([F:39])[C:5]2[N:11]3[CH:12]=[CH:13][CH:14]=[C:10]3[C@@H:9]([CH2:15][CH2:16][N:17]3[CH:21]=[N:20][C:19]([CH2:22][C:23]([OH:25])=[O:24])=[N:18]3)[O:8][C@H:7]([C:28]3[CH:33]=[CH:32][CH:31]=[C:30]([O:34][CH3:35])[C:29]=3[O:36][CH3:37])[C:6]=2[CH:38]=1. (8) Given the reactants [Si]([O:8][CH2:9][CH2:10][CH2:11][O:12][C@H:13]1[CH2:17][N:16]([C:18]([O:20][C:21]([CH3:24])([CH3:23])[CH3:22])=[O:19])[C@H:15]([C:25]([N:27]([CH3:29])[CH3:28])=[O:26])[CH2:14]1)(C(C)(C)C)(C)C.CCCC[N+](CCCC)(CCCC)CCCC.[F-].O, predict the reaction product. The product is: [CH3:29][N:27]([CH3:28])[C:25]([C@@H:15]1[CH2:14][C@@H:13]([O:12][CH2:11][CH2:10][CH2:9][OH:8])[CH2:17][N:16]1[C:18]([O:20][C:21]([CH3:23])([CH3:22])[CH3:24])=[O:19])=[O:26]. (9) The product is: [ClH:26].[Cl:27][C:22]1[CH:21]=[C:20]([C@@H:19]2[O:18][CH2:17][CH2:16][NH:15][CH2:14][C@H:13]2[NH:12][S:9]([NH2:8])(=[O:10])=[O:11])[CH:25]=[CH:24][C:23]=1[Cl:26]. Given the reactants C(OC([NH:8][S:9]([NH:12][C@H:13]1[C@H:19]([C:20]2[CH:25]=[CH:24][C:23]([Cl:26])=[C:22]([Cl:27])[CH:21]=2)[O:18][CH2:17][CH2:16][N:15](C(OC(C)(C)C)=O)[CH2:14]1)(=[O:11])=[O:10])=O)(C)(C)C.C(OCC)(=O)C.Cl, predict the reaction product. (10) The product is: [NH2:4][C:5]1[C:13]([CH3:14])=[CH:12][C:8]([C:9]([OH:11])=[O:10])=[C:7]([CH3:15])[CH:6]=1. Given the reactants C([NH:4][C:5]1[C:13]([CH3:14])=[CH:12][C:8]([C:9]([OH:11])=[O:10])=[C:7]([CH3:15])[CH:6]=1)(=O)C.Cl, predict the reaction product.